From a dataset of Forward reaction prediction with 1.9M reactions from USPTO patents (1976-2016). Predict the product of the given reaction. (1) Given the reactants [C:1]1([C:7]2[O:12][C:11](=[O:13])[C:10]3[CH:14]=[CH:15][C:16]([C:18](Cl)=[O:19])=[CH:17][C:9]=3[N:8]=2)[CH:6]=[CH:5][CH:4]=[CH:3][CH:2]=1.[CH2:21]([NH2:33])[CH2:22][CH2:23][CH2:24][CH2:25][CH2:26][CH2:27][CH2:28][CH2:29][CH2:30][CH2:31][CH3:32].C(N(CC)CC)C, predict the reaction product. The product is: [CH2:21]([NH:33][C:18]([C:16]1[CH:15]=[CH:14][C:10]2[C:11](=[O:13])[O:12][C:7]([C:1]3[CH:6]=[CH:5][CH:4]=[CH:3][CH:2]=3)=[N:8][C:9]=2[CH:17]=1)=[O:19])[CH2:22][CH2:23][CH2:24][CH2:25][CH2:26][CH2:27][CH2:28][CH2:29][CH2:30][CH2:31][CH3:32]. (2) Given the reactants [Cl:1][C:2]1[CH:7]=[CH:6][C:5]([CH2:8][CH2:9][CH2:10][O:11][CH3:12])=[CH:4][C:3]=1[CH2:13][N:14]([CH:20]1[CH2:22][CH2:21]1)[C:15](=[O:19])[CH2:16][C:17]#[N:18].[CH:23](=O)[C:24]1[CH:29]=[CH:28][CH:27]=[CH:26][CH:25]=1, predict the reaction product. The product is: [Cl:1][C:2]1[CH:7]=[CH:6][C:5]([CH2:8][CH2:9][CH2:10][O:11][CH3:12])=[CH:4][C:3]=1[CH2:13][N:14]([CH:20]1[CH2:21][CH2:22]1)[C:15](=[O:19])/[C:16](/[C:17]#[N:18])=[CH:23]/[C:24]1[CH:29]=[CH:28][CH:27]=[CH:26][CH:25]=1. (3) Given the reactants [NH2:1][C:2]1[C:7]([NH2:8])=[C:6]([O:9][C:10]2[CH:15]=[CH:14][C:13]([NH:16]C(=O)OC(C)(C)C)=[CH:12][CH:11]=2)[CH:5]=[CH:4][N:3]=1.[C:24](OCC)(=[O:30])[C:25](OCC)=[O:26], predict the reaction product. The product is: [NH2:16][C:13]1[CH:12]=[CH:11][C:10]([O:9][C:6]2[C:7]3[NH:8][C:25](=[O:26])[C:24](=[O:30])[NH:1][C:2]=3[N:3]=[CH:4][CH:5]=2)=[CH:15][CH:14]=1. (4) Given the reactants [CH3:1][C:2]1[C:6]([C:7]([O:9][CH3:10])=[O:8])=[CH:5][NH:4][N:3]=1.[F:11][C:12]([F:23])([F:22])[C:13]1[CH:18]=[CH:17][C:16](B(O)O)=[CH:15][CH:14]=1, predict the reaction product. The product is: [CH3:1][C:2]1[C:6]([C:7]([O:9][CH3:10])=[O:8])=[CH:5][N:4]([C:16]2[CH:17]=[CH:18][C:13]([C:12]([F:23])([F:22])[F:11])=[CH:14][CH:15]=2)[N:3]=1. (5) Given the reactants [CH:1]([C:4]1[N:9]=[C:8]([O:10][CH3:11])[C:7]([C:12]2[N:17]=[C:16]3[CH:18]=[CH:19][N:20]([C@@H:21]([CH3:25])[CH2:22][O:23][CH3:24])[C:15]3=[CH:14][C:13]=2[CH3:26])=[CH:6][CH:5]=1)([CH3:3])[CH3:2].C1C(=O)N([Br:34])C(=O)C1, predict the reaction product. The product is: [Br:34][C:18]1[C:16]2=[N:17][C:12]([C:7]3[C:8]([O:10][CH3:11])=[N:9][C:4]([CH:1]([CH3:3])[CH3:2])=[CH:5][CH:6]=3)=[C:13]([CH3:26])[CH:14]=[C:15]2[N:20]([C@@H:21]([CH3:25])[CH2:22][O:23][CH3:24])[CH:19]=1.